Dataset: Forward reaction prediction with 1.9M reactions from USPTO patents (1976-2016). Task: Predict the product of the given reaction. (1) The product is: [Cl:16][C:17]1[CH:18]=[C:19]([CH:23]=[CH:24][C:25]=1[C:26]([F:29])([F:28])[F:27])[C:20]([N:2]([CH3:1])[C:3]1[CH:4]=[N:5][CH:6]=[CH:7][C:8]=1[C:9]1[CH:14]=[CH:13][CH:12]=[CH:11][C:10]=1[CH3:15])=[O:22]. Given the reactants [CH3:1][NH:2][C:3]1[CH:4]=[N:5][CH:6]=[CH:7][C:8]=1[C:9]1[CH:14]=[CH:13][CH:12]=[CH:11][C:10]=1[CH3:15].[Cl:16][C:17]1[CH:18]=[C:19]([CH:23]=[CH:24][C:25]=1[C:26]([F:29])([F:28])[F:27])[C:20]([OH:22])=O, predict the reaction product. (2) Given the reactants [CH3:1][O:2][C:3]1[CH:28]=[CH:27][C:6]([C:7]([N:9]2[C:18]3[C:13](=[CH:14][CH:15]=[CH:16][CH:17]=3)[C@H:12]([NH:19][C:20]3[CH:25]=[CH:24][N:23]=[CH:22][CH:21]=3)[CH2:11][C@@H:10]2[CH3:26])=[O:8])=[CH:5][CH:4]=1.C(N(C(C)C)CC)(C)C.[C:38](Cl)(=[O:40])[CH3:39], predict the reaction product. The product is: [CH3:1][O:2][C:3]1[CH:4]=[CH:5][C:6]([C:7]([N:9]2[C:18]3[C:13](=[CH:14][CH:15]=[CH:16][CH:17]=3)[C@H:12]([N:19]([C:20]3[CH:21]=[CH:22][N:23]=[CH:24][CH:25]=3)[C:38](=[O:40])[CH3:39])[CH2:11][C@@H:10]2[CH3:26])=[O:8])=[CH:27][CH:28]=1.